This data is from Catalyst prediction with 721,799 reactions and 888 catalyst types from USPTO. The task is: Predict which catalyst facilitates the given reaction. (1) Reactant: [Si]([O:8][C@H:9]([C:36]1[CH:41]=[CH:40][C:39]([OH:42])=[C:38]([CH2:43][OH:44])[CH:37]=1)[CH2:10][NH:11][C@H:12]([CH3:35])[CH2:13][C:14]1[CH:15]=[C:16]([CH2:20][C:21]([NH:23][CH2:24][C:25]2[C:30]([O:31][CH3:32])=[CH:29][CH:28]=[CH:27][C:26]=2[O:33][CH3:34])=[O:22])[CH:17]=[CH:18][CH:19]=1)(C(C)(C)C)(C)C.C(O)(=O)C.[F-].[NH4+]. Product: [NH3:11].[CH3:34][O:33][C:26]1[CH:27]=[CH:28][CH:29]=[C:30]([O:31][CH3:32])[C:25]=1[CH2:24][NH:23][C:21](=[O:22])[CH2:20][C:16]1[CH:17]=[CH:18][CH:19]=[C:14]([CH2:13][C@H:12]([NH:11][CH2:10][C@H:9]([OH:8])[C:36]2[CH:41]=[CH:40][C:39]([OH:42])=[C:38]([CH2:43][OH:44])[CH:37]=2)[CH3:35])[CH:15]=1. The catalyst class is: 5. (2) Reactant: [CH2:1]([N:5]1[CH2:10][CH2:9][NH:8][CH2:7][CH2:6]1)[CH2:2][CH2:3][CH3:4].Br[CH2:12][CH2:13][CH2:14][C:15]#[N:16].C(=O)([O-])[O-].[K+].[K+].O. Product: [CH2:1]([N:5]1[CH2:10][CH2:9][N:8]([CH2:12][CH2:13][CH2:14][C:15]#[N:16])[CH2:7][CH2:6]1)[CH2:2][CH2:3][CH3:4]. The catalyst class is: 115.